From a dataset of Reaction yield outcomes from USPTO patents with 853,638 reactions. Predict the reaction yield, written as a fraction of the theoretical maximum amount of product (1.0 means a 100% yield; for example, 0.34 means a 34% yield). (1) The reactants are [CH2:1]([O:8][C:9](=[O:18])[NH:10][CH:11]1[CH2:16][CH2:15][CH2:14][CH:13]([OH:17])[CH2:12]1)[C:2]1[CH:7]=[CH:6][CH:5]=[CH:4][CH:3]=1.C1C=C[NH+]=CC=1.[O-][Cr](Cl)(=O)=O. The catalyst is ClCCl. The product is [CH2:1]([O:8][C:9](=[O:18])[NH:10][CH:11]1[CH2:16][CH2:15][CH2:14][C:13](=[O:17])[CH2:12]1)[C:2]1[CH:3]=[CH:4][CH:5]=[CH:6][CH:7]=1. The yield is 0.820. (2) The reactants are Br[C:2]1[CH:3]=[CH:4][C:5]([Cl:10])=[C:6]([O:8][CH3:9])[CH:7]=1.C([Li])CCC.[CH3:16][C:17]1([CH3:31])[C:22](=[O:23])[CH2:21][CH2:20][N:19]([C:24]([O:26][C:27]([CH3:30])([CH3:29])[CH3:28])=[O:25])[CH2:18]1. The catalyst is C1COCC1. The product is [Cl:10][C:5]1[CH:4]=[CH:3][C:2]([C:22]2([OH:23])[CH2:21][CH2:20][N:19]([C:24]([O:26][C:27]([CH3:29])([CH3:28])[CH3:30])=[O:25])[CH2:18][C:17]2([CH3:31])[CH3:16])=[CH:7][C:6]=1[O:8][CH3:9]. The yield is 0.600. (3) The reactants are [SH:1][C:2]1[N:7]=[CH:6][CH:5]=[CH:4][N:3]=1.[H-].[Na+].F[C:11]1[C:12]([CH:25]=[O:26])=[CH:13][C:14]2[C:15]([CH3:24])([CH3:23])[CH2:16][CH2:17][C:18]([CH3:22])([CH3:21])[C:19]=2[CH:20]=1. The catalyst is CN(C)C=O. The product is [CH3:21][C:18]1([CH3:22])[CH2:17][CH2:16][C:15]([CH3:23])([CH3:24])[C:14]2[CH:13]=[C:12]([CH:25]=[O:26])[C:11]([S:1][C:2]3[N:7]=[CH:6][CH:5]=[CH:4][N:3]=3)=[CH:20][C:19]1=2. The yield is 0.160. (4) The product is [OH:16][C@H:15]([CH2:17][N:30]([CH3:31])[CH3:29])[CH2:14][O:13][C:12]1[CH:11]=[C:10]2[C:5]([C:6]([O:18][C:19]3[CH:20]=[C:21]4[C:25](=[CH:26][CH:27]=3)[NH:24][CH:23]=[C:22]4[CH3:28])=[N:7][CH:8]=[N:9]2)=[CH:4][C:3]=1[O:2][CH3:1]. The yield is 0.780. The catalyst is CN(C=O)C. The reactants are [CH3:1][O:2][C:3]1[CH:4]=[C:5]2[C:10](=[CH:11][C:12]=1[O:13][CH2:14][C@H:15]1[CH2:17][O:16]1)[N:9]=[CH:8][N:7]=[C:6]2[O:18][C:19]1[CH:20]=[C:21]2[C:25](=[CH:26][CH:27]=1)[NH:24][CH:23]=[C:22]2[CH3:28].[CH3:29][NH:30][CH3:31].C(O)C. (5) The reactants are CO[C:3]([C:5]1[N:6]=[CH:7][C:8]2[N:9]([CH:20]=[N:21][CH:22]=2)[C:10]=1[NH:11][C:12]1[CH:17]=[CH:16][C:15]([Br:18])=[CH:14][C:13]=1[F:19])=[O:4].[CH:23]([O:25][CH2:26][CH2:27][O:28][NH2:29])=[CH2:24].C[Si](C)(C)[N-][Si](C)(C)C.[Li+]. The catalyst is C1COCC1. The product is [Br:18][C:15]1[CH:16]=[CH:17][C:12]([NH:11][C:10]2[N:9]3[CH:20]=[N:21][CH:22]=[C:8]3[CH:7]=[N:6][C:5]=2[C:3]([NH:29][O:28][CH2:27][CH2:26][O:25][CH:23]=[CH2:24])=[O:4])=[C:13]([F:19])[CH:14]=1. The yield is 0.894. (6) The reactants are [NH2:1][C:2]1[C:7]([C:8]2[CH:13]=[CH:12][C:11]([CH2:14][C:15]([NH2:17])=[O:16])=[CH:10][CH:9]=2)=[C:6]([O:18][C:19]2[CH:24]=[CH:23][C:22]([N+:25]([O-])=O)=[CH:21][C:20]=2[F:28])[CH:5]=[CH:4][N:3]=1.CN(C=O)C.CCO.[NH4+].[Cl-]. The catalyst is [Fe].O. The product is [NH2:1][C:2]1[C:7]([C:8]2[CH:13]=[CH:12][C:11]([CH2:14][C:15]([NH2:17])=[O:16])=[CH:10][CH:9]=2)=[C:6]([O:18][C:19]2[CH:24]=[CH:23][C:22]([NH2:25])=[CH:21][C:20]=2[F:28])[CH:5]=[CH:4][N:3]=1. The yield is 0.670.